Dataset: Full USPTO retrosynthesis dataset with 1.9M reactions from patents (1976-2016). Task: Predict the reactants needed to synthesize the given product. (1) Given the product [CH:1]([C:4]1[CH:9]=[CH:8][CH:7]=[CH:6][C:5]=1[N:10]=[C:11]1[N:16]([C:29](=[O:32])[CH2:30][CH3:31])[CH2:15][C:14]([CH3:18])([CH3:17])[CH2:13][S:12]1)([CH3:3])[CH3:2], predict the reactants needed to synthesize it. The reactants are: [CH:1]([C:4]1[CH:9]=[CH:8][CH:7]=[CH:6][C:5]=1[N:10]=[C:11]1[N:16]=[CH:15][C:14]([CH3:18])([CH3:17])[CH2:13][S:12]1)([CH3:3])[CH3:2].C(N(CC)CC)C.ClCCl.[C:29](Cl)(=[O:32])[CH2:30][CH3:31]. (2) Given the product [CH:29]1([N:15]2[C:14]([C:32]([N:34]3[CH2:35][CH2:36][CH:37]([N:40]4[CH2:41][CH2:42][CH2:43][CH2:44]4)[CH2:38][CH2:39]3)=[O:33])=[C:13]([C:11]3[CH:10]=[N:9][NH:8][CH:12]=3)[N:17]=[C:16]2[C:18]2[CH:23]=[CH:22][CH:21]=[C:20]([O:58][C:59]([F:62])([F:61])[F:60])[CH:19]=2)[CH2:31][CH2:30]1, predict the reactants needed to synthesize it. The reactants are: C([N:8]1[CH:12]=[C:11]([C:13]2[N:17]=[C:16]([C:18]3[CH:23]=[CH:22][C:21](OC(F)(F)F)=[CH:20][CH:19]=3)[N:15]([CH:29]3[CH2:31][CH2:30]3)[C:14]=2[C:32]([N:34]2[CH2:39][CH2:38][CH:37]([N:40]3[CH2:44][CH2:43][CH2:42][CH2:41]3)[CH2:36][CH2:35]2)=[O:33])[CH:10]=[N:9]1)C1C=CC=CC=1.C(OC(=O)CN(C1CC1)C(=O)C1C=CC=C([O:58][C:59]([F:62])([F:61])[F:60])C=1)C. (3) Given the product [F:1][C:2]1[CH:3]=[CH:4][C:5]([CH2:8][C:9]2[CH:18]=[C:17]3[C:12]([C:13]([OH:40])=[C:14]([C:35]([NH:41][CH2:42][CH:43]([OH:45])[CH3:44])=[O:36])[C:15](=[O:34])[N:16]3[CH2:19][CH2:20][CH2:21][N:22]([CH3:33])[C:23](=[O:24])[O:25][CH2:26][C:27]3[CH:32]=[CH:31][CH:30]=[CH:29][CH:28]=3)=[N:11][CH:10]=2)=[CH:6][CH:7]=1, predict the reactants needed to synthesize it. The reactants are: [F:1][C:2]1[CH:7]=[CH:6][C:5]([CH2:8][C:9]2[CH:18]=[C:17]3[C:12]([C:13]([OH:40])=[C:14]([C:35](OCC)=[O:36])[C:15](=[O:34])[N:16]3[CH2:19][CH2:20][CH2:21][N:22]([CH3:33])[C:23]([O:25][CH2:26][C:27]3[CH:32]=[CH:31][CH:30]=[CH:29][CH:28]=3)=[O:24])=[N:11][CH:10]=2)=[CH:4][CH:3]=1.[NH2:41][CH2:42][CH:43]([OH:45])[CH3:44]. (4) Given the product [F:1][C:2]1[CH:7]=[CH:6][C:5]([O:11][C:12]2[CH:21]=[CH:20][C:15]([C:16]([OH:18])=[O:17])=[CH:14][CH:13]=2)=[CH:4][CH:3]=1, predict the reactants needed to synthesize it. The reactants are: [F:1][C:2]1[CH:7]=[CH:6][C:5](B(O)O)=[CH:4][CH:3]=1.[OH:11][C:12]1[CH:21]=[CH:20][C:15]([C:16]([O:18]C)=[O:17])=[CH:14][CH:13]=1. (5) Given the product [Cl:1][C:2]1[CH:7]=[CH:6][C:5]([S:8]([N:11]([CH2:12][C:13]2[CH:14]=[CH:15][C:16]([C:17]([O:19][CH3:20])=[O:18])=[CH:21][CH:22]=2)[CH2:31][C:30]2[CH:29]=[CH:28][C:27]([C:26]([F:25])([F:35])[F:36])=[CH:34][CH:33]=2)(=[O:10])=[O:9])=[CH:4][CH:3]=1, predict the reactants needed to synthesize it. The reactants are: [Cl:1][C:2]1[CH:7]=[CH:6][C:5]([S:8]([NH:11][CH2:12][C:13]2[CH:22]=[CH:21][C:16]([C:17]([O:19][CH3:20])=[O:18])=[CH:15][CH:14]=2)(=[O:10])=[O:9])=[CH:4][CH:3]=1.[H-].[Na+].[F:25][C:26]([F:36])([F:35])[C:27]1[CH:34]=[CH:33][C:30]([CH2:31]Br)=[CH:29][CH:28]=1. (6) Given the product [N:3]1([CH2:9][CH2:10][C:11]2[N:20]=[C:19]([C:21]3[CH:26]=[CH:25][C:24]4[O:27][CH2:28][O:29][C:23]=4[CH:22]=3)[C:18]3[C:13](=[CH:14][C:15]4[O:32][CH2:31][O:30][C:16]=4[CH:17]=3)[N:12]=2)[CH:7]=[CH:6][N:5]=[CH:4]1, predict the reactants needed to synthesize it. The reactants are: [H-].[Na+].[NH:3]1[CH:7]=[CH:6][N:5]=[CH:4]1.Cl[CH2:9][CH2:10][C:11]1[N:20]=[C:19]([C:21]2[CH:26]=[CH:25][C:24]3[O:27][CH2:28][O:29][C:23]=3[CH:22]=2)[C:18]2[C:13](=[CH:14][C:15]3[O:32][CH2:31][O:30][C:16]=3[CH:17]=2)[N:12]=1.[Na+].[I-]. (7) The reactants are: [CH3:1][N:2]([CH3:18])[C:3]1([C:12]2[CH:13]=[N:14][CH:15]=[CH:16][CH:17]=2)[CH2:8][CH2:7][CH:6]([CH2:9][CH2:10][OH:11])[CH2:5][CH2:4]1.C(N(CC)CC)C.[CH3:26][S:27](Cl)(=[O:29])=[O:28]. Given the product [CH3:26][S:27]([O:11][CH2:10][CH2:9][CH:6]1[CH2:5][CH2:4][C:3]([N:2]([CH3:1])[CH3:18])([C:12]2[CH:13]=[N:14][CH:15]=[CH:16][CH:17]=2)[CH2:8][CH2:7]1)(=[O:29])=[O:28], predict the reactants needed to synthesize it. (8) Given the product [C:1]([N:21]([CH2:22][C@H:23]1[CH2:28][CH2:27][CH2:26][C@@H:25]([O:29][CH2:30][C:31]2[N:32]=[C:33]([C:37]3[CH:38]=[CH:39][C:40]([CH3:43])=[CH:41][CH:42]=3)[O:34][C:35]=2[CH3:36])[CH2:24]1)[C@@H:13]([CH:12]([CH3:44])[CH3:11])[C:14]([OH:16])=[O:15])(=[O:3])[CH3:2], predict the reactants needed to synthesize it. The reactants are: [C:1](Cl)(=[O:3])[CH3:2].N1C=CC=CC=1.[CH3:11][CH:12]([CH3:44])[C@H:13]([NH:21][CH2:22][C@H:23]1[CH2:28][CH2:27][CH2:26][C@@H:25]([O:29][CH2:30][C:31]2[N:32]=[C:33]([C:37]3[CH:42]=[CH:41][C:40]([CH3:43])=[CH:39][CH:38]=3)[O:34][C:35]=2[CH3:36])[CH2:24]1)[C:14]([O:16]C(C)(C)C)=[O:15]. (9) Given the product [CH3:1][C:2]1[C:3]([NH:15][CH:16]2[CH2:32][CH2:31][C:19]3([CH2:23][NH:22][CH2:21][CH2:20]3)[CH2:18][CH2:17]2)=[N:4][C:5]([NH:8][C:9]2[CH:10]=[N:11][N:12]([CH3:14])[CH:13]=2)=[N:6][CH:7]=1, predict the reactants needed to synthesize it. The reactants are: [CH3:1][C:2]1[C:3]([NH:15][CH:16]2[CH2:32][CH2:31][C:19]3([CH2:23][N:22](C(OC(C)(C)C)=O)[CH2:21][CH2:20]3)[CH2:18][CH2:17]2)=[N:4][C:5]([NH:8][C:9]2[CH:10]=[N:11][N:12]([CH3:14])[CH:13]=2)=[N:6][CH:7]=1.Cl.CCOC(C)=O. (10) Given the product [OH:63][CH2:62][CH2:61][NH:60][C:34](=[O:36])[CH2:33][CH:30]1[S:29][C:28]([C:16]2[NH:17][C:18]3[C:14]([CH:15]=2)=[CH:13][C:12]([O:11][C:8]2[CH:9]=[N:10][C:5]([S:2]([CH3:1])(=[O:3])=[O:4])=[CH:6][CH:7]=2)=[CH:20][C:19]=3[O:21][CH:22]2[CH2:27][CH2:26][O:25][CH2:24][CH2:23]2)=[N:32][CH2:31]1, predict the reactants needed to synthesize it. The reactants are: [CH3:1][S:2]([C:5]1[N:10]=[CH:9][C:8]([O:11][C:12]2[CH:13]=[C:14]3[C:18](=[C:19]([O:21][CH:22]4[CH2:27][CH2:26][O:25][CH2:24][CH2:23]4)[CH:20]=2)[NH:17][C:16]([C:28]2[S:29][CH:30]([CH2:33][C:34]([OH:36])=O)[CH2:31][N:32]=2)=[CH:15]3)=[CH:7][CH:6]=1)(=[O:4])=[O:3].O.ON1C2C=CC=CC=2N=N1.Cl.C(N=C=NCCCN(C)C)C.[NH2:60][CH2:61][CH2:62][OH:63].